Dataset: Catalyst prediction with 721,799 reactions and 888 catalyst types from USPTO. Task: Predict which catalyst facilitates the given reaction. (1) Reactant: [CH:1]([O:4][C:5]1[CH:12]=[CH:11][C:10](B2OC(C)(C)C(C)(C)O2)=[CH:9][C:6]=1[C:7]#[N:8])([CH3:3])[CH3:2].[Br:22][C:23]1[N:27]=[C:26](Cl)[S:25][N:24]=1.N#N. Product: [Br:22][C:23]1[N:27]=[C:26]([C:10]2[CH:11]=[CH:12][C:5]([O:4][CH:1]([CH3:2])[CH3:3])=[C:6]([CH:9]=2)[C:7]#[N:8])[S:25][N:24]=1. The catalyst class is: 108. (2) Reactant: [Br:1][C:2]1[C:3](=[O:29])[N:4]([C:19]2[C:26]([F:27])=[CH:25][C:22]([CH:23]=[O:24])=[CH:21][C:20]=2[F:28])[C:5]([CH3:18])=[CH:6][C:7]=1[O:8][CH2:9][C:10]1[CH:15]=[CH:14][C:13]([F:16])=[CH:12][C:11]=1[F:17].CC(C)=[O:32].OS(O)(=O)=O.O=[Cr](=O)=O. Product: [Br:1][C:2]1[C:3](=[O:29])[N:4]([C:19]2[C:26]([F:27])=[CH:25][C:22]([C:23]([OH:32])=[O:24])=[CH:21][C:20]=2[F:28])[C:5]([CH3:18])=[CH:6][C:7]=1[O:8][CH2:9][C:10]1[CH:15]=[CH:14][C:13]([F:16])=[CH:12][C:11]=1[F:17]. The catalyst class is: 21.